Dataset: Catalyst prediction with 721,799 reactions and 888 catalyst types from USPTO. Task: Predict which catalyst facilitates the given reaction. (1) Reactant: C([O:8][C:9]1[CH:14]=[CH:13][C:12]([C:15]2([OH:31])[CH2:20][CH2:19][N:18](C(OCC3C=CC=CC=3)=O)[CH2:17][CH2:16]2)=[CH:11][CH:10]=1)C1C=CC=CC=1. Product: [OH:8][C:9]1[CH:14]=[CH:13][C:12]([C:15]2([OH:31])[CH2:16][CH2:17][NH:18][CH2:19][CH2:20]2)=[CH:11][CH:10]=1. The catalyst class is: 43. (2) Reactant: [Cl:1][C:2]1[CH:26]=[CH:25][C:24]([Cl:27])=[CH:23][C:3]=1[O:4][C:5]1[CH:10]=[CH:9][N:8]=[CH:7][C:6]=1[C:11](N1C2C(=CC=CC=2)CCC1)=[O:12].Cl.Cl.[NH2:30][C:31]1[CH:36]=[C:35]([Cl:37])[CH:34]=[CH:33][C:32]=1[N:38]([CH3:40])[CH3:39]. Product: [Cl:37][C:35]1[CH:34]=[CH:33][C:32]([N:38]([CH3:40])[CH3:39])=[C:31]([NH:30][C:11](=[O:12])[C:6]2[C:5]([O:4][C:3]3[CH:23]=[C:24]([Cl:27])[CH:25]=[CH:26][C:2]=3[Cl:1])=[CH:10][CH:9]=[N:8][CH:7]=2)[CH:36]=1. The catalyst class is: 644.